Dataset: Catalyst prediction with 721,799 reactions and 888 catalyst types from USPTO. Task: Predict which catalyst facilitates the given reaction. (1) Reactant: [CH:1]([C:5]1[CH:10]=[CH:9][C:8]([N:11]2[C:20](=[O:21])[C:19]3[C:14](=[CH:15][CH:16]=[CH:17][CH:18]=3)[N:13]=[C:12]2[C:22]2[CH:27]=[CH:26][C:25]([OH:28])=[CH:24][CH:23]=2)=[CH:7][CH:6]=1)([CH2:3][CH3:4])[CH3:2].C(=O)([O-])[O-].[K+].[K+].Cl[CH2:36][CH2:37][OH:38]. Product: [CH:1]([C:5]1[CH:6]=[CH:7][C:8]([N:11]2[C:20](=[O:21])[C:19]3[C:14](=[CH:15][CH:16]=[CH:17][CH:18]=3)[N:13]=[C:12]2[C:22]2[CH:23]=[CH:24][C:25]([O:28][CH2:36][CH2:37][OH:38])=[CH:26][CH:27]=2)=[CH:9][CH:10]=1)([CH2:3][CH3:4])[CH3:2]. The catalyst class is: 9. (2) Reactant: [C:1]([O:5][C:6](=[O:25])[CH2:7][N:8]1[CH:12]=[CH:11][N:10]=[C:9]1/[CH:13]=[CH:14]/[C:15]([O:17]CC1C=CC=CC=1)=[O:16])([CH3:4])([CH3:3])[CH3:2]. Product: [C:1]([O:5][C:6](=[O:25])[CH2:7][N:8]1[CH:12]=[CH:11][N:10]=[C:9]1[CH2:13][CH2:14][C:15]([OH:17])=[O:16])([CH3:4])([CH3:2])[CH3:3]. The catalyst class is: 129. (3) Product: [CH2:1]([O:8][CH2:9][CH2:10][N:11]([CH2:30][CH2:31][O:32][Si:33]([C:36]([CH3:39])([CH3:38])[CH3:37])([CH3:35])[CH3:34])[C:12]1[C:17]([N+:18]([O-:20])=[O:19])=[C:16]([N:21]([CH:23]2[CH2:27][CH2:26][CH2:25][CH2:24]2)[CH3:22])[N:15]=[C:14]([C:51]#[N:52])[N:13]=1)[C:2]1[CH:7]=[CH:6][CH:5]=[CH:4][CH:3]=1. The catalyst class is: 4. Reactant: [CH2:1]([O:8][CH2:9][CH2:10][N:11]([CH2:30][CH2:31][O:32][Si:33]([C:36]([CH3:39])([CH3:38])[CH3:37])([CH3:35])[CH3:34])[C:12]1[C:17]([N+:18]([O-:20])=[O:19])=[C:16]([N:21]([CH:23]2[CH2:27][CH2:26][CH2:25][CH2:24]2)[CH3:22])[N:15]=[C:14](SC)[N:13]=1)[C:2]1[CH:7]=[CH:6][CH:5]=[CH:4][CH:3]=1.ClC1C=CC=C(C(OO)=O)C=1.[C-:51]#[N:52].[Na+]. (4) Reactant: [CH2:1]([N:3]1[C:7]2=[N:8][C:9]([CH2:48][CH3:49])=[C:10]([CH2:19][NH:20][C:21]([C:23]3[CH:28]=[CH:27][CH:26]=[C:25]([C:29]([NH:31][CH2:32][C:33]4[CH:34]=[C:35]([C:40]5[CH:45]=[CH:44][CH:43]=[C:42]([CH2:46][OH:47])[CH:41]=5)[C:36]([F:39])=[CH:37][CH:38]=4)=[O:30])[CH:24]=3)=[O:22])[C:11]([NH:12][CH:13]3[CH2:18][CH2:17][O:16][CH2:15][CH2:14]3)=[C:6]2[CH:5]=[N:4]1)[CH3:2]. Product: [CH2:1]([N:3]1[C:7]2=[N:8][C:9]([CH2:48][CH3:49])=[C:10]([CH2:19][NH:20][C:21]([C:23]3[CH:28]=[CH:27][CH:26]=[C:25]([C:29]([NH:31][CH2:32][C:33]4[CH:34]=[C:35]([C:40]5[CH:45]=[CH:44][CH:43]=[C:42]([CH:46]=[O:47])[CH:41]=5)[C:36]([F:39])=[CH:37][CH:38]=4)=[O:30])[CH:24]=3)=[O:22])[C:11]([NH:12][CH:13]3[CH2:18][CH2:17][O:16][CH2:15][CH2:14]3)=[C:6]2[CH:5]=[N:4]1)[CH3:2]. The catalyst class is: 725. (5) Reactant: [N:1]1([CH2:7][CH2:8][CH2:9][C:10]([C:12]2[CH:17]=[CH:16][CH:15]=[C:14]([O:18][CH2:19][C:20]3[CH:25]=[CH:24][CH:23]=[CH:22][CH:21]=3)[CH:13]=2)=[O:11])[CH2:6][CH2:5][O:4][CH2:3][CH2:2]1.[H-].[Na+].[CH3:28]I. Product: [CH3:28][CH:9]([CH2:8][CH2:7][N:1]1[CH2:2][CH2:3][O:4][CH2:5][CH2:6]1)[C:10]([C:12]1[CH:17]=[CH:16][CH:15]=[C:14]([O:18][CH2:19][C:20]2[CH:21]=[CH:22][CH:23]=[CH:24][CH:25]=2)[CH:13]=1)=[O:11]. The catalyst class is: 1. (6) Reactant: [C:1]1([C:7]2[CH:15]=[CH:14][C:10]([CH2:11][CH2:12][NH2:13])=[CH:9][CH:8]=2)[CH:6]=[CH:5][CH:4]=[CH:3][CH:2]=1.[CH:16](OC)=O.C(N)=O.[H-].[Al+3].[Li+].[H-].[H-].[H-]. Product: [C:1]1([C:7]2[CH:8]=[CH:9][C:10]([CH2:11][CH2:12][NH:13][CH3:16])=[CH:14][CH:15]=2)[CH:2]=[CH:3][CH:4]=[CH:5][CH:6]=1. The catalyst class is: 266. (7) Reactant: [C:1]([O:5][C:6]([NH:8][CH:9]([C@H:13]([CH2:21][CH3:22])[CH2:14][CH:15]([CH3:20])[CH2:16][CH2:17][CH:18]=[CH2:19])[C:10]([OH:12])=O)=[O:7])([CH3:4])([CH3:3])[CH3:2].CCN(C(C)C)C(C)C.CN(C(ON1N=NC2C=CC=NC1=2)=[N+](C)C)C.F[P-](F)(F)(F)(F)F.[OH:56][C@H:57]1[CH2:61][NH:60][C@H:59]([C:62]([O:64][CH3:65])=[O:63])[CH2:58]1. Product: [C:1]([O:5][C:6]([NH:8][C@@H:9]([C@H:13]([CH2:21][CH3:22])[CH2:14][CH:15]([CH3:20])[CH2:16][CH2:17][CH:18]=[CH2:19])[C:10]([N:60]1[CH2:61][C@H:57]([OH:56])[CH2:58][C@H:59]1[C:62]([O:64][CH3:65])=[O:63])=[O:12])=[O:7])([CH3:2])([CH3:3])[CH3:4]. The catalyst class is: 4. (8) Reactant: [CH2:1]([C:7]1[CH:8]=[C:9]2[C:13](=[CH:14][C:15]=1[O:16]C)[C:12](=[O:18])[C:11]([CH3:20])([CH3:19])[CH2:10]2)[CH2:2][CH2:3][CH2:4][CH2:5][CH3:6].[Cl-].[Al+3].[Cl-].[Cl-].C1(C)C=CC=CC=1. Product: [CH2:1]([C:7]1[CH:8]=[C:9]2[C:13](=[CH:14][C:15]=1[OH:16])[C:12](=[O:18])[C:11]([CH3:19])([CH3:20])[CH2:10]2)[CH2:2][CH2:3][CH2:4][CH2:5][CH3:6]. The catalyst class is: 6. (9) Reactant: [Cl:1][C:2]1[CH:3]=[C:4]([C@H:8]([NH:15][C:16]2[NH:17][C:18](=[O:25])[N:19]([CH2:23][CH3:24])[C:20](=[O:22])[CH:21]=2)[CH2:9][C:10]([O:12]CC)=[O:11])[CH:5]=[CH:6][CH:7]=1.[OH-].[Na+]. Product: [Cl:1][C:2]1[CH:3]=[C:4]([C@H:8]([NH:15][C:16]2[NH:17][C:18](=[O:25])[N:19]([CH2:23][CH3:24])[C:20](=[O:22])[CH:21]=2)[CH2:9][C:10]([OH:12])=[O:11])[CH:5]=[CH:6][CH:7]=1. The catalyst class is: 1.